This data is from Forward reaction prediction with 1.9M reactions from USPTO patents (1976-2016). The task is: Predict the product of the given reaction. (1) Given the reactants [C:1]1([N:7]2[CH:11]=[N:10][C:9]([C:12]([OH:14])=O)=[N:8]2)[CH:6]=[CH:5][CH:4]=[CH:3][CH:2]=1.S(Cl)([Cl:17])=O, predict the reaction product. The product is: [C:1]1([N:7]2[CH:11]=[N:10][C:9]([C:12]([Cl:17])=[O:14])=[N:8]2)[CH:6]=[CH:5][CH:4]=[CH:3][CH:2]=1. (2) Given the reactants Cl[C:2]1[N:7]=[C:6]([NH:8][CH2:9][C:10]2[CH:15]=[CH:14][C:13]([F:16])=[CH:12][CH:11]=2)[CH:5]=[N:4][CH:3]=1.[NH:17]1[CH:21]=[CH:20][N:19]=[CH:18]1, predict the reaction product. The product is: [F:16][C:13]1[CH:14]=[CH:15][C:10]([CH2:9][NH:8][C:6]2[CH:5]=[N:4][CH:3]=[C:2]([N:17]3[CH:21]=[CH:20][N:19]=[CH:18]3)[N:7]=2)=[CH:11][CH:12]=1. (3) Given the reactants Cl[C:2]1[CH:7]=[CH:6][N:5]=[C:4]2[CH:8]=[C:9]([C:11]([N:13]3[CH2:17][CH2:16][CH2:15][C@H:14]3[CH2:18][O:19][CH3:20])=[O:12])[S:10][C:3]=12.[CH:21]1([NH:24][C:25]([C:27]2[C:28]3[CH:36]=[CH:35][C:34]([OH:37])=[CH:33][C:29]=3[S:30][C:31]=2[CH3:32])=[O:26])[CH2:23][CH2:22]1.C([O-])([O-])=O.[Cs+].[Cs+], predict the reaction product. The product is: [CH:21]1([NH:24][C:25]([C:27]2[C:28]3[CH:36]=[CH:35][C:34]([O:37][C:2]4[CH:7]=[CH:6][N:5]=[C:4]5[CH:8]=[C:9]([C:11]([N:13]6[CH2:17][CH2:16][CH2:15][C@H:14]6[CH2:18][O:19][CH3:20])=[O:12])[S:10][C:3]=45)=[CH:33][C:29]=3[S:30][C:31]=2[CH3:32])=[O:26])[CH2:23][CH2:22]1. (4) Given the reactants ClC([O:4][C:5](Cl)(Cl)Cl)=O.[CH4:9].[F:10][C:11]([F:21])([F:20])[S:12][C:13]1[CH:19]=[CH:18][C:16]([NH2:17])=[CH:15][CH:14]=1.Cl.C([O:25]C(=O)CN(C)C)C.[CH2:32]([N:34]([CH2:37]C)CC)[CH3:33], predict the reaction product. The product is: [CH3:9][C:32]1([CH3:33])[NH:34][C:37](=[O:25])[N:17]([C:16]2[CH:18]=[CH:19][C:13]([S:12][C:11]([F:20])([F:10])[F:21])=[CH:14][CH:15]=2)[C:5]1=[O:4]. (5) The product is: [Br:18][CH2:15][C:12]1[CH:13]=[CH:14][C:9]([C:3]([OH:8])([C:4]([F:6])([F:5])[F:7])[C:2]([F:16])([F:17])[F:1])=[CH:10][CH:11]=1. Given the reactants [F:1][C:2]([F:17])([F:16])[C:3]([C:9]1[CH:14]=[CH:13][C:12]([CH3:15])=[CH:11][CH:10]=1)([OH:8])[C:4]([F:7])([F:6])[F:5].[Br:18]N1C(=O)CCC1=O, predict the reaction product. (6) Given the reactants [Cl:1][C:2]1[N:7]=[CH:6][C:5]([CH2:8][C:9]#[N:10])=[CH:4][CH:3]=1.[H-].[Na+].[CH3:13]I, predict the reaction product. The product is: [Cl:1][C:2]1[N:7]=[CH:6][C:5]([CH:8]([CH3:13])[C:9]#[N:10])=[CH:4][CH:3]=1. (7) Given the reactants [CH2:1]([O:3][C:4]1[C:13]2[C:8](=[C:9]([O:14][CH3:15])[CH:10]=[CH:11][CH:12]=2)[CH:7]=[C:6]([C:16](OCC)=[O:17])[CH:5]=1)[CH3:2].CCOCC.CC(C[AlH]CC(C)C)C, predict the reaction product. The product is: [CH2:1]([O:3][C:4]1[C:13]2[C:8](=[C:9]([O:14][CH3:15])[CH:10]=[CH:11][CH:12]=2)[CH:7]=[C:6]([CH2:16][OH:17])[CH:5]=1)[CH3:2].